Task: Predict the product of the given reaction.. Dataset: Forward reaction prediction with 1.9M reactions from USPTO patents (1976-2016) (1) The product is: [Cl:8][C:4]1[CH:5]=[CH:6][CH:7]=[C:2]([Cl:1])[C:3]=1[CH2:9][S:10]([C:13]1[CH:14]=[C:15]2[C:19](=[CH:20][CH:21]=1)[NH:18][C:17](=[O:22])/[C:16]/2=[CH:23]\[C:24]1[NH:28][C:27]([CH3:29])=[C:26]([CH2:30][C:31]([N:41]2[CH2:37][CH2:36][CH:35]([OH:63])[CH2:40][CH2:39]2)=[O:33])[C:25]=1[CH3:34])(=[O:12])=[O:11]. Given the reactants [Cl:1][C:2]1[CH:7]=[CH:6][CH:5]=[C:4]([Cl:8])[C:3]=1[CH2:9][S:10]([C:13]1[CH:14]=[C:15]2[C:19](=[CH:20][CH:21]=1)[NH:18][C:17](=[O:22])/[C:16]/2=[CH:23]\[C:24]1[NH:28][C:27]([CH3:29])=[C:26]([CH2:30][C:31]([OH:33])=O)[C:25]=1[CH3:34])(=[O:12])=[O:11].[CH:35]1[CH:36]=[CH:37]C2N(O)N=[N:41][C:39]=2[CH:40]=1.CCN=C=NCCCN(C)C.Cl.N1([OH:63])CCNCC1, predict the reaction product. (2) The product is: [C:39]([O:41][CH:6]([CH3:5])[CH2:7][O:1][CH3:2])(=[O:40])[CH3:38]. Given the reactants [O:1]1[CH:7]2[CH:2]1CC(CC[Si](OC)(OC)OC)[CH2:5][CH2:6]2.COC([SiH3])(OC)OC.C1([Si](OC)(OC)OC)C=CC=CC=1.[C:38](O)(=O)[C:39]([OH:41])=[O:40], predict the reaction product. (3) The product is: [CH3:38][O:39][C:40](=[O:49])[CH2:41][C:42]1[CH:47]=[CH:46][C:45]([C:67]2[CH:66]=[CH:65][C:64]([C:61]([CH2:79][CH3:80])([C:58]3[CH:59]=[CH:60][C:55](/[CH:54]=[CH:53]/[C:52]([CH2:82][CH3:83])([OH:84])[CH2:50][CH3:51])=[C:56]([CH3:81])[CH:57]=3)[CH2:62][CH3:63])=[CH:69][CH:68]=2)=[CH:44][CH:43]=1. Given the reactants C1(P(C2CCCCC2)C2C=CC=CC=2C2C(OC)=CC=CC=2OC)CCCCC1.P([O-])([O-])([O-])=O.[K+].[K+].[K+].[CH3:38][O:39][C:40](=[O:49])[CH2:41][C:42]1[CH:47]=[CH:46][C:45](Br)=[CH:44][CH:43]=1.[CH2:50]([C:52]([OH:84])([CH2:82][CH3:83])/[CH:53]=[CH:54]/[C:55]1[CH:60]=[CH:59][C:58]([C:61]([CH2:79][CH3:80])([C:64]2[CH:69]=[CH:68][C:67](B3OC(C)(C)C(C)(C)O3)=[CH:66][CH:65]=2)[CH2:62][CH3:63])=[CH:57][C:56]=1[CH3:81])[CH3:51], predict the reaction product. (4) Given the reactants [C:1]12([NH:11][CH2:12][C:13]3[CH:18]=[CH:17][C:16]([S:19][CH3:20])=[CH:15][CH:14]=3)[CH2:10][CH:5]3[CH2:6][CH:7]([CH2:9][CH:3]([CH2:4]3)[CH2:2]1)[CH2:8]2.C1C=C(Cl)C=C(C(OO)=[O:29])C=1, predict the reaction product. The product is: [C:1]12([NH:11][CH2:12][C:13]3[CH:14]=[CH:15][C:16]([S:19]([CH3:20])=[O:29])=[CH:17][CH:18]=3)[CH2:10][CH:5]3[CH2:4][CH:3]([CH2:9][CH:7]([CH2:6]3)[CH2:8]1)[CH2:2]2. (5) Given the reactants [NH2:1][CH2:2][CH2:3][SH:4].Br[CH2:6][C:7]([CH:9]1[CH2:11][CH2:10]1)=O.[BH4-].[Na+].[CH3:14][C:15]([O:18][C:19](O[C:19]([O:18][C:15]([CH3:17])([CH3:16])[CH3:14])=[O:20])=[O:20])([CH3:17])[CH3:16], predict the reaction product. The product is: [CH:9]1([CH:7]2[CH2:6][S:4][CH2:3][CH2:2][N:1]2[C:19]([O:18][C:15]([CH3:17])([CH3:16])[CH3:14])=[O:20])[CH2:11][CH2:10]1. (6) Given the reactants [CH:1]1[C:13]2[N:12]([CH:14]3[C:23]4[C:18](=[CH:19][CH:20]=[CH:21][CH:22]=4)[N:17]([C:24](=[O:35])[C:25]4[CH:30]=[CH:29][C:28]([O:31][CH3:32])=[C:27]([O:33][CH3:34])[CH:26]=4)[CH:16]([CH2:36][CH2:37][CH2:38][CH2:39][CH2:40]O)[CH2:15]3)[C:11]3[C:6](=[CH:7][CH:8]=[CH:9][CH:10]=3)[C:5]=2[CH:4]=[CH:3][CH:2]=1.[CH2:42]([SH:48])[CH2:43][CH2:44][CH2:45][CH2:46][CH3:47], predict the reaction product. The product is: [CH3:34][O:33][C:27]1[CH:26]=[C:25]([CH:30]=[CH:29][C:28]=1[O:31][CH3:32])[C:24]([N:17]1[C:18]2[C:23](=[CH:22][CH:21]=[CH:20][CH:19]=2)[CH:14]([N:12]2[C:13]3[CH:1]=[CH:2][CH:3]=[CH:4][C:5]=3[C:6]3[C:11]2=[CH:10][CH:9]=[CH:8][CH:7]=3)[CH2:15][CH:16]1[CH2:36][CH2:37][CH2:38][CH2:39][CH2:40][S:48][CH2:42][CH2:43][CH2:44][CH2:45][CH2:46][CH3:47])=[O:35]. (7) Given the reactants C([N:8]1[CH2:14][C:13]2[CH:15]=[CH:16][C:17]([O:19][C:20]3[CH:25]=[CH:24][CH:23]=[CH:22][C:21]=3[Cl:26])=[N:18][C:12]=2[O:11][CH2:10][CH2:9]1)C1C=CC=CC=1.ClC(OC(Cl)C)=O, predict the reaction product. The product is: [ClH:26].[Cl:26][C:21]1[CH:22]=[CH:23][CH:24]=[CH:25][C:20]=1[O:19][C:17]1[CH:16]=[CH:15][C:13]2[CH2:14][NH:8][CH2:9][CH2:10][O:11][C:12]=2[N:18]=1.